This data is from Forward reaction prediction with 1.9M reactions from USPTO patents (1976-2016). The task is: Predict the product of the given reaction. (1) Given the reactants [CH3:1][C:2]1[N:7]=[C:6]([C:8]2[CH:13]=[CH:12][CH:11]=[CH:10][C:9]=2[O:14]C)[N:5]([CH2:16][CH2:17][C:18]2[CH:23]=[CH:22][CH:21]=[CH:20][CH:19]=2)[C:4](=[O:24])[CH:3]=1.ClCCl.[I:28]Cl.C(OCC)(=O)C, predict the reaction product. The product is: [OH:14][C:9]1[CH:10]=[CH:11][CH:12]=[CH:13][C:8]=1[C:6]1[N:5]([CH2:16][CH2:17][C:18]2[CH:23]=[CH:22][CH:21]=[CH:20][CH:19]=2)[C:4](=[O:24])[C:3]([I:28])=[C:2]([CH3:1])[N:7]=1. (2) Given the reactants C(OC([N:8]1[CH2:13][CH2:12][CH:11]([NH:14][C:15]2[CH:20]=[CH:19][C:18]([CH2:21][N:22]3[C:26]4=[N:27][C:28]([CH3:32])=[CH:29][C:30]([CH3:31])=[C:25]4[N:24]=[C:23]3[CH2:33][CH3:34])=[CH:17][CH:16]=2)[CH2:10][CH2:9]1)=O)(C)(C)C.C(OCC)(=O)C.Cl, predict the reaction product. The product is: [CH2:33]([C:23]1[N:22]([CH2:21][C:18]2[CH:19]=[CH:20][C:15]([NH:14][CH:11]3[CH2:12][CH2:13][NH:8][CH2:9][CH2:10]3)=[CH:16][CH:17]=2)[C:26]2=[N:27][C:28]([CH3:32])=[CH:29][C:30]([CH3:31])=[C:25]2[N:24]=1)[CH3:34]. (3) Given the reactants Br[C:2]1[N:3]=[C:4]2[C:10]([CH:11]([C:13]3[C:18]([Cl:19])=[CH:17][CH:16]=[C:15]([F:20])[C:14]=3[Cl:21])[CH3:12])=[CH:9][NH:8][C:5]2=[N:6][CH:7]=1.[C:22]([O:26][C:27]([N:29]1[CH2:34][CH2:33][CH:32]([N:35]2[CH:39]=[C:38](B3OC(C)(C)C(C)(C)O3)[CH:37]=[N:36]2)[CH2:31][CH2:30]1)=[O:28])([CH3:25])([CH3:24])[CH3:23].C([O-])([O-])=O.[Na+].[Na+], predict the reaction product. The product is: [C:22]([O:26][C:27]([N:29]1[CH2:30][CH2:31][CH:32]([N:35]2[CH:39]=[C:38]([C:2]3[N:3]=[C:4]4[C:10]([CH:11]([C:13]5[C:18]([Cl:19])=[CH:17][CH:16]=[C:15]([F:20])[C:14]=5[Cl:21])[CH3:12])=[CH:9][NH:8][C:5]4=[N:6][CH:7]=3)[CH:37]=[N:36]2)[CH2:33][CH2:34]1)=[O:28])([CH3:25])([CH3:23])[CH3:24]. (4) Given the reactants [NH:1]1[C:9]2[C:4](=[CH:5][CH:6]=[C:7]([C:10]#[N:11])[CH:8]=2)[CH2:3][CH2:2]1.Br[C:13]1[C:17]2[CH2:18][N:19]([C:22](=[O:24])[CH3:23])[CH2:20][CH2:21][C:16]=2[N:15]([CH3:25])[N:14]=1.C(O[Na])(C)(C)C.COC(C)(C)C.C1(P(C2CCCCC2)C2C=CC=CC=2C2C(OC(C)C)=CC=CC=2OC(C)C)CCCCC1, predict the reaction product. The product is: [C:22]([N:19]1[CH2:20][CH2:21][C:16]2[N:15]([CH3:25])[N:14]=[C:13]([N:1]3[C:9]4[C:4](=[CH:5][CH:6]=[C:7]([C:10]#[N:11])[CH:8]=4)[CH2:3][CH2:2]3)[C:17]=2[CH2:18]1)(=[O:24])[CH3:23]. (5) The product is: [Br:1][C:2]1[CH:3]=[N:4][C:5]2[N:6]([N:8]=[C:9]([C:11]([N:22]3[CH2:21][CH2:20][C:19]4[C:24](=[CH:25][CH:26]=[CH:27][C:18]=4[S:15]([CH3:14])(=[O:16])=[O:17])[CH:23]3[CH3:28])=[O:13])[CH:10]=2)[CH:7]=1. Given the reactants [Br:1][C:2]1[CH:3]=[N:4][C:5]2[N:6]([N:8]=[C:9]([C:11]([OH:13])=O)[CH:10]=2)[CH:7]=1.[CH3:14][S:15]([C:18]1[CH:27]=[CH:26][CH:25]=[C:24]2[C:19]=1[CH2:20][CH2:21][NH:22][CH:23]2[CH3:28])(=[O:17])=[O:16], predict the reaction product. (6) Given the reactants C([O:5][C:6](=[O:39])[CH2:7][N:8]1[C:16]2[C:11](=[CH:12][C:13]([F:17])=[CH:14][CH:15]=2)[C:10]([C:18]2[C:23]3[CH:24]=[CH:25][CH:26]=[CH:27][C:22]=3[S:21](=[O:29])(=[O:28])[N:20]([CH2:30][C:31]3[CH:36]=[CH:35][CH:34]=[C:33]([Cl:37])[CH:32]=3)[N:19]=2)=[C:9]1[CH3:38])(C)(C)C.C(O)(C(F)(F)F)=O, predict the reaction product. The product is: [Cl:37][C:33]1[CH:32]=[C:31]([CH:36]=[CH:35][CH:34]=1)[CH2:30][N:20]1[N:19]=[C:18]([C:10]2[C:11]3[C:16](=[CH:15][CH:14]=[C:13]([F:17])[CH:12]=3)[N:8]([CH2:7][C:6]([OH:39])=[O:5])[C:9]=2[CH3:38])[C:23]2[CH:24]=[CH:25][CH:26]=[CH:27][C:22]=2[S:21]1(=[O:28])=[O:29]. (7) Given the reactants [C:1]([O:5][C:6]([N:8]([CH2:10][C:11]1[C:12]([F:35])=[C:13]([C:28]2[C:29]([F:34])=[N:30][CH:31]=[CH:32][CH:33]=2)[N:14]([S:16]([C:19]2[O:23][C:22]([C:24](OC)=[O:25])=[CH:21][CH:20]=2)(=[O:18])=[O:17])[CH:15]=1)[CH3:9])=[O:7])([CH3:4])([CH3:3])[CH3:2].[H-].C([Al+]CC(C)C)C(C)C.Cl, predict the reaction product. The product is: [F:35][C:12]1[C:11]([CH2:10][N:8]([CH3:9])[C:6](=[O:7])[O:5][C:1]([CH3:2])([CH3:3])[CH3:4])=[CH:15][N:14]([S:16]([C:19]2[O:23][C:22]([CH2:24][OH:25])=[CH:21][CH:20]=2)(=[O:17])=[O:18])[C:13]=1[C:28]1[C:29]([F:34])=[N:30][CH:31]=[CH:32][CH:33]=1. (8) Given the reactants [CH2:1]([N:8]1[CH:12]=[CH:11][N:10]=[C:9]1[CH2:13][CH:14]([C:19](=O)[CH2:20][CH3:21])[C:15](=O)[CH2:16][CH3:17])[C:2]1[CH:7]=[CH:6][CH:5]=[CH:4][CH:3]=1.[CH3:23][NH:24][NH2:25], predict the reaction product. The product is: [CH2:1]([N:8]1[CH:12]=[CH:11][N:10]=[C:9]1[CH2:13][C:14]1[C:19]([CH2:20][CH3:21])=[N:25][N:24]([CH3:23])[C:15]=1[CH2:16][CH3:17])[C:2]1[CH:7]=[CH:6][CH:5]=[CH:4][CH:3]=1.